From a dataset of Catalyst prediction with 721,799 reactions and 888 catalyst types from USPTO. Predict which catalyst facilitates the given reaction. (1) Reactant: [NH:1]1[CH2:5][CH2:4][CH2:3][CH2:2]1.CCN(CC)CC.[F:13][C:14]1[CH:19]=[CH:18][C:17]([S:20](Cl)(=[O:22])=[O:21])=[CH:16][CH:15]=1. Product: [F:13][C:14]1[CH:19]=[CH:18][C:17]([S:20]([N:1]2[CH2:5][CH2:4][CH2:3][CH2:2]2)(=[O:22])=[O:21])=[CH:16][CH:15]=1. The catalyst class is: 2. (2) Reactant: [Cl:1][C:2]1[CH:3]=[C:4]([CH:11]([NH:14][C:15]([CH3:18])([CH3:17])[CH3:16])[CH2:12][OH:13])[CH:5]=[C:6]([C:9]#[N:10])[C:7]=1[NH2:8].[C:19]([C@@:27]([C:42]([OH:44])=[O:43])([OH:41])[C@@:28]([C:33](=[O:40])[C:34]1[CH:39]=[CH:38][CH:37]=[CH:36][CH:35]=1)([OH:32])[C:29]([OH:31])=[O:30])(=[O:26])[C:20]1[CH:25]=[CH:24][CH:23]=[CH:22][CH:21]=1.C(OCC)C. Product: [C:33]([C@@:28]([C:29]([OH:31])=[O:30])([OH:32])[C@@:27]([C:19](=[O:26])[C:20]1[CH:25]=[CH:24][CH:23]=[CH:22][CH:21]=1)([OH:41])[C:42]([OH:44])=[O:43])(=[O:40])[C:34]1[CH:39]=[CH:38][CH:37]=[CH:36][CH:35]=1.[Cl:1][C:2]1[CH:3]=[C:4]([CH:11]([NH:14][C:15]([CH3:18])([CH3:17])[CH3:16])[CH2:12][OH:13])[CH:5]=[C:6]([C:9]#[N:10])[C:7]=1[NH2:8]. The catalyst class is: 8. (3) Reactant: [NH:1]1[CH2:6][CH2:5][CH:4]([CH2:7][OH:8])[CH2:3][CH2:2]1.C(N(CC)C(C)C)(C)C.[C:18](=O)([O:22]C1C=CC([N+]([O-])=O)=CC=1)[S:19][CH2:20][CH3:21].O. Product: [OH:8][CH2:7][CH:4]1[CH2:5][CH2:6][N:1]([C:18](=[O:22])[S:19][CH2:20][CH3:21])[CH2:2][CH2:3]1. The catalyst class is: 4. (4) Reactant: [C:1]1([C@:7]([C:10]([OH:12])=[O:11])([CH3:9])[NH2:8])[CH:6]=[CH:5][CH:4]=[CH:3][CH:2]=1.[OH-].C[NH+](C)C.[C:18]([O:22][C:23](=O)[O:24]C(C)(C)C)([CH3:21])([CH3:20])[CH3:19]. Product: [C:18]([O:22][C:23]([NH:8][C@@:7]([C:1]1[CH:6]=[CH:5][CH:4]=[CH:3][CH:2]=1)([C:10]([OH:12])=[O:11])[CH3:9])=[O:24])([CH3:21])([CH3:20])[CH3:19]. The catalyst class is: 10. (5) Reactant: [CH2:1]([O:3][C:4]([C:6]1[CH:10]=[N:9][N:8]([CH3:11])[C:7]=1[C:12]([OH:14])=O)=[O:5])[CH3:2].CN(C(ON1N=NC2C=CC=NC1=2)=[N+](C)C)C.F[P-](F)(F)(F)(F)F.[CH3:39][O:40][C:41]1[CH:42]=[C:43]([C:47]2[N:56]=[C:50]3[CH:51]=[C:52]([NH2:55])[CH:53]=[CH:54][N:49]3[N:48]=2)[CH:44]=[CH:45][CH:46]=1.CCN(C(C)C)C(C)C. Product: [CH2:1]([O:3][C:4]([C:6]1[CH:10]=[N:9][N:8]([CH3:11])[C:7]=1[C:12](=[O:14])[NH:55][C:52]1[CH:53]=[CH:54][N:49]2[N:48]=[C:47]([C:43]3[CH:44]=[CH:45][CH:46]=[C:41]([O:40][CH3:39])[CH:42]=3)[N:56]=[C:50]2[CH:51]=1)=[O:5])[CH3:2]. The catalyst class is: 18. (6) Reactant: [Br:1][CH2:2][CH2:3][O:4][C:5]1[CH:38]=[CH:37][C:8]([CH2:9][NH:10][C:11]2[N:16]=[C:15]([O:17][CH2:18][C:19]([F:22])([F:21])[F:20])[N:14]=[C:13]([NH:23][C:24]3[CH:36]=[CH:35][C:27]([C:28]([O:30]C(C)(C)C)=[O:29])=[CH:26][CH:25]=3)[N:12]=2)=[CH:7][CH:6]=1.Cl. Product: [Br:1][CH2:2][CH2:3][O:4][C:5]1[CH:6]=[CH:7][C:8]([CH2:9][NH:10][C:11]2[N:16]=[C:15]([O:17][CH2:18][C:19]([F:22])([F:21])[F:20])[N:14]=[C:13]([NH:23][C:24]3[CH:25]=[CH:26][C:27]([C:28]([OH:30])=[O:29])=[CH:35][CH:36]=3)[N:12]=2)=[CH:37][CH:38]=1. The catalyst class is: 12.